Predict the reaction yield, written as a fraction of the theoretical maximum amount of product (1.0 means a 100% yield; for example, 0.34 means a 34% yield). From a dataset of Reaction yield outcomes from USPTO patents with 853,638 reactions. (1) The reactants are Cl.C(OC([N:9]1[CH2:13][CH2:12][C:11]([CH2:25][C:26]2[CH:31]=[CH:30][CH:29]=[CH:28][CH:27]=2)([C:14]([C:16]2[CH:17]=[C:18]3[C:22](=[CH:23][CH:24]=2)[NH:21][CH:20]=[CH:19]3)=[O:15])[CH2:10]1)=O)(C)(C)C. The catalyst is CO. The product is [CH2:25]([C:11]1([C:14]([C:16]2[CH:17]=[C:18]3[C:22](=[CH:23][CH:24]=2)[NH:21][CH:20]=[CH:19]3)=[O:15])[CH2:12][CH2:13][NH:9][CH2:10]1)[C:26]1[CH:31]=[CH:30][CH:29]=[CH:28][CH:27]=1. The yield is 0.930. (2) The reactants are [CH2:1]([O:3][C:4](=[O:18])[CH2:5][C:6]1[NH:7][C:8](=S)[N:9]([CH:11]2[CH2:16][CH2:15][CH2:14][CH2:13][CH2:12]2)[CH:10]=1)[CH3:2].OO. The catalyst is C(O)(=O)C. The product is [CH2:1]([O:3][C:4](=[O:18])[CH2:5][C:6]1[N:7]=[CH:8][N:9]([CH:11]2[CH2:12][CH2:13][CH2:14][CH2:15][CH2:16]2)[CH:10]=1)[CH3:2]. The yield is 0.990. (3) The reactants are [C:1]([O:5][C:6]([N:8]1[CH2:11][CH:10]([C:12](=[O:17])NCOC)[CH2:9]1)=[O:7])([CH3:4])([CH3:3])[CH3:2].[CH:18]([Mg]Cl)([CH3:20])[CH3:19]. The catalyst is O1CCCC1. The product is [C:1]([O:5][C:6]([N:8]1[CH2:9][CH:10]([C:12](=[O:17])[CH:18]([CH3:20])[CH3:19])[CH2:11]1)=[O:7])([CH3:2])([CH3:3])[CH3:4]. The yield is 0.960. (4) The reactants are C1C2C(COC([NH:18][C@H:19]([C:23]([N:25]([CH3:62])[C@@H:26]([C@@H:58]([CH3:61])[CH2:59][CH3:60])[C@H:27]([O:56][CH3:57])[CH2:28][C:29]([N:31]3[CH2:35][CH2:34][CH2:33][C@H:32]3[C@H:36]([O:54][CH3:55])[C@@H:37]([CH3:53])[C:38]([NH:40][C@H:41]([C:49]([O:51]C)=[O:50])[CH2:42][C:43]3[CH:48]=[CH:47][CH:46]=[CH:45][CH:44]=3)=[O:39])=[O:30])=[O:24])[CH:20]([CH3:22])[CH3:21])=O)C3C(=CC=CC=3)C=2C=CC=1.[OH-].[Li+].O.Cl. The catalyst is C1COCC1. The product is [CH3:55][O:54][C@@H:36]([C@@H:32]1[CH2:33][CH2:34][CH2:35][N:31]1[C:29](=[O:30])[CH2:28][C@@H:27]([O:56][CH3:57])[C@@H:26]([N:25]([CH3:62])[C:23](=[O:24])[C@H:19]([CH:20]([CH3:21])[CH3:22])[NH2:18])[C@@H:58]([CH3:61])[CH2:59][CH3:60])[C@@H:37]([CH3:53])[C:38]([NH:40][C@H:41]([C:49]([OH:51])=[O:50])[CH2:42][C:43]1[CH:44]=[CH:45][CH:46]=[CH:47][CH:48]=1)=[O:39]. The yield is 0.940. (5) The reactants are CON(C)[C:4]([C:6]1[C:11](=[O:12])[C:10]([O:13][CH3:14])=[CH:9][N:8]([C:15]2[CH:16]=[N:17][CH:18]=[CH:19][CH:20]=2)[N:7]=1)=[O:5].[CH3:22][Mg+].[Br-]. The catalyst is C1COCC1. The product is [C:4]([C:6]1[C:11](=[O:12])[C:10]([O:13][CH3:14])=[CH:9][N:8]([C:15]2[CH:16]=[N:17][CH:18]=[CH:19][CH:20]=2)[N:7]=1)(=[O:5])[CH3:22]. The yield is 0.620. (6) The reactants are C(O[C:6]([N:8]1[CH2:13][CH2:12][N:11]([C:14]2C(=O)N(CC(C)C)N=C(C3C=CC(C)=C(F)C=3)C=2C)[CH2:10][CH2:9]1)=O)(C)(C)C.[Cl:34][C:35]1[CH:36]=[C:37]([C:43]2[C:44](C)=[C:45](OS(C)(=O)=O)[C:46](=[O:53])[N:47]([CH2:49][CH:50]([CH3:52])[CH3:51])[N:48]=2)[CH:38]=[CH:39][C:40]=1[O:41][CH3:42].CN1CCNCC1. No catalyst specified. The product is [Cl:34][C:35]1[CH:36]=[C:37]([C:43]2[CH:44]=[C:45]([CH2:6][N:8]3[CH2:13][CH2:12][N:11]([CH3:14])[CH2:10][CH2:9]3)[C:46](=[O:53])[N:47]([CH2:49][CH:50]([CH3:51])[CH3:52])[N:48]=2)[CH:38]=[CH:39][C:40]=1[O:41][CH3:42]. The yield is 0.761. (7) The reactants are [F:1][CH:2]([F:9])[C:3]([CH3:8])([CH3:7])C(O)=O.C1C=CC(P([N:24]=[N+]=[N-])(C2C=CC=CC=2)=O)=CC=1.[Cl:27][C:28]1[CH:29]=[C:30]([C:35]2[C:43]([C:44]([NH2:46])=[O:45])=[C:38]3[CH2:39][NH:40][CH2:41][CH2:42][N:37]3[N:36]=2)[CH:31]=[CH:32][C:33]=1[Cl:34].C1[CH2:51][O:50]CC1. The catalyst is C1(C)C=CC=CC=1.C(OCC)(=O)C. The product is [Cl:27][C:28]1[CH:29]=[C:30]([C:35]2[C:43]([C:44]([NH2:46])=[O:45])=[C:38]3[CH2:39][N:40]([C:51]([NH:24][C:3]([CH3:7])([CH3:8])[CH:2]([F:1])[F:9])=[O:50])[CH2:41][CH2:42][N:37]3[N:36]=2)[CH:31]=[CH:32][C:33]=1[Cl:34]. The yield is 0.760.